From a dataset of Full USPTO retrosynthesis dataset with 1.9M reactions from patents (1976-2016). Predict the reactants needed to synthesize the given product. (1) Given the product [CH2:16]([O:9][C:8](=[O:10])[CH2:7][C:4]1[CH:3]=[CH:2][C:1]([CH2:11][C:12]([OH:14])=[O:13])=[CH:6][CH:5]=1)[CH3:17], predict the reactants needed to synthesize it. The reactants are: [C:1]1([CH2:11][C:12]([OH:14])=[O:13])[CH:6]=[CH:5][C:4]([CH2:7][C:8]([OH:10])=[O:9])=[CH:3][CH:2]=1.Cl.[CH2:16](O)[CH3:17]. (2) Given the product [NH2:1][C:2]([C:5]1[CH:6]=[CH:7][C:8]([NH:11][C:12]2[C:13](=[O:20])[N:14]([CH3:19])[CH:15]=[C:16]([C:44]3[CH:45]=[CH:46][CH:47]=[C:37]([N:30]4[N:29]=[CH:28][C:27]5[C:32](=[C:33]([F:35])[CH:34]=[C:25]([C:21]([CH3:23])([CH3:22])[CH3:24])[CH:26]=5)[C:31]4=[O:36])[C:38]=3[CH2:39][O:40][C:41](=[O:43])[CH3:42])[CH:17]=2)=[N:9][CH:10]=1)([CH3:4])[CH3:3], predict the reactants needed to synthesize it. The reactants are: [NH2:1][C:2]([C:5]1[CH:6]=[CH:7][C:8]([NH:11][C:12]2[C:13](=[O:20])[N:14]([CH3:19])[CH:15]=[C:16](Br)[CH:17]=2)=[N:9][CH:10]=1)([CH3:4])[CH3:3].[C:21]([C:25]1[CH:26]=[C:27]2[C:32](=[C:33]([F:35])[CH:34]=1)[C:31](=[O:36])[N:30]([C:37]1[CH:47]=[CH:46][CH:45]=[C:44](B3OC(C)(C)C(C)(C)O3)[C:38]=1[CH2:39][O:40][C:41](=[O:43])[CH3:42])[N:29]=[CH:28]2)([CH3:24])([CH3:23])[CH3:22].CC(C1C=C(C(C)C)C(C2C=CC=CC=2P(C2CCCCC2)C2CCCCC2)=C(C(C)C)C=1)C.P([O-])([O-])([O-])=O.[K+].[K+].[K+]. (3) Given the product [Cl:12][C:13]1[CH:25]=[CH:24][CH:23]=[CH:22][C:14]=1[O:15][CH:16]1[CH2:21][CH2:20][N:19]([C:2]2[C:3](=[O:11])[N:4]([CH3:10])[C:5](=[O:9])[N:6]([CH3:8])[CH:7]=2)[CH2:18][CH2:17]1.[CH2:14]([OH:15])[CH2:13][CH2:25][CH3:24], predict the reactants needed to synthesize it. The reactants are: Br[C:2]1[C:3](=[O:11])[N:4]([CH3:10])[C:5](=[O:9])[N:6]([CH3:8])[CH:7]=1.[Cl:12][C:13]1[CH:25]=[CH:24][CH:23]=[CH:22][C:14]=1[O:15][CH:16]1[CH2:21][CH2:20][NH:19][CH2:18][CH2:17]1. (4) Given the product [CH3:32][C:31]([CH3:34])([CH3:33])[C:30]([O:29][C:26]1[CH:25]=[CH:24][C:23]([C:12]([C:9]2[CH:8]=[CH:7][C:6]([O:5][C:3](=[O:4])[C:2]([CH3:36])([CH3:1])[CH3:37])=[CH:11][CH:10]=2)=[C:13]([C:16]2[CH:21]=[CH:20][CH:19]=[C:18]([O:22][CH2:47][CH2:48][N:49]3[CH2:53][CH2:52][CH2:51][CH2:50]3)[CH:17]=2)[CH2:14][CH3:15])=[CH:28][CH:27]=1)=[O:35], predict the reactants needed to synthesize it. The reactants are: [CH3:1][C:2]([CH3:37])([CH3:36])[C:3]([O:5][C:6]1[CH:11]=[CH:10][C:9]([C:12]([C:23]2[CH:28]=[CH:27][C:26]([O:29][C:30](=[O:35])[C:31]([CH3:34])([CH3:33])[CH3:32])=[CH:25][CH:24]=2)=[C:13]([C:16]2[CH:21]=[CH:20][CH:19]=[C:18]([OH:22])[CH:17]=2)[CH2:14][CH3:15])=[CH:8][CH:7]=1)=[O:4].C([O-])([O-])=O.[K+].[K+].O.Cl.Cl[CH2:47][CH2:48][N:49]1[CH2:53][CH2:52][CH2:51][CH2:50]1. (5) The reactants are: [C:1]1([C:32]2[CH:37]=[CH:36][CH:35]=[CH:34][CH:33]=2)[CH:6]=[CH:5][CH:4]=[C:3]([C:7]2[N:12]=[C:11]([C:13]3[CH:14]=[C:15]([C:19]4[CH:24]=[CH:23][CH:22]=[CH:21][CH:20]=4)[CH:16]=[CH:17][CH:18]=3)[N:10]=[C:9]([C:25]3[CH:30]=[CH:29][CH:28]=[C:27](Br)[CH:26]=3)[N:8]=2)[CH:2]=1.[CH:38](B(O)O)=[CH:39][C:40]1[CH:45]=[CH:44][CH:43]=[CH:42][CH:41]=1.C(=O)([O-])[O-].[Na+].[Na+]. Given the product [C:1]1([C:32]2[CH:37]=[CH:36][CH:35]=[CH:34][CH:33]=2)[CH:6]=[CH:5][CH:4]=[C:3]([C:7]2[N:12]=[C:11]([C:13]3[CH:14]=[C:15]([C:19]4[CH:24]=[CH:23][CH:22]=[CH:21][CH:20]=4)[CH:16]=[CH:17][CH:18]=3)[N:10]=[C:9]([C:25]3[CH:26]=[C:27]([C:43]4[CH:44]=[CH:45][C:40]([CH:39]=[CH2:38])=[CH:41][CH:42]=4)[CH:28]=[CH:29][CH:30]=3)[N:8]=2)[CH:2]=1, predict the reactants needed to synthesize it. (6) The reactants are: C([N:8]1[CH2:13][CH2:12][C@H:11]([N:14]2[CH2:19][CH2:18][N:17]([C:20](=[O:25])[C:21]([F:24])([F:23])[F:22])[CH2:16][CH2:15]2)[C@H:10]([C:26]2[CH:31]=[CH:30][CH:29]=[CH:28][CH:27]=2)[CH2:9]1)C1C=CC=CC=1.Cl.[H][H].C(N(CC)CC)C.[F:42][C:43]([F:58])([F:57])[C:44]1[CH:45]=[C:46]([CH:50]=[C:51]([C:53]([F:56])([F:55])[F:54])[CH:52]=1)[C:47](Cl)=[O:48]. Given the product [F:42][C:43]([F:58])([F:57])[C:44]1[CH:45]=[C:46]([CH:50]=[C:51]([C:53]([F:56])([F:55])[F:54])[CH:52]=1)[C:47]([N:8]1[CH2:13][CH2:12][C@H:11]([N:14]2[CH2:19][CH2:18][N:17]([C:20](=[O:25])[C:21]([F:24])([F:22])[F:23])[CH2:16][CH2:15]2)[C@H:10]([C:26]2[CH:31]=[CH:30][CH:29]=[CH:28][CH:27]=2)[CH2:9]1)=[O:48], predict the reactants needed to synthesize it. (7) The reactants are: [O:1]=[C:2]1[N:7]([CH:8]2[CH2:13][CH2:12][CH2:11][CH2:10][O:9]2)[N:6]=[C:5]([C:14](OC)=[O:15])[CH:4]=[CH:3]1.O.[BH4-].[Li+]. Given the product [OH:15][CH2:14][C:5]1[CH:4]=[CH:3][C:2](=[O:1])[N:7]([CH:8]2[CH2:13][CH2:12][CH2:11][CH2:10][O:9]2)[N:6]=1, predict the reactants needed to synthesize it. (8) Given the product [Cl:7][C:8]1[CH:9]=[C:10]([SH:15])[CH:11]=[CH:12][C:13]=1[OH:14], predict the reactants needed to synthesize it. The reactants are: [H-].[Al+3].[Li+].[H-].[H-].[H-].[Cl:7][C:8]1[CH:9]=[C:10]([S:15]C#N)[CH:11]=[CH:12][C:13]=1[OH:14]. (9) Given the product [C:8]([C:6]1[N:5]=[C:4]([CH:11]2[CH2:16][CH2:15][N:14]([C:17]([O:19][C:20]([CH3:23])([CH3:22])[CH3:21])=[O:18])[CH2:13][CH2:12]2)[CH:3]=[C:2]([N:32]([CH3:31])[CH3:24])[CH:7]=1)(=[O:10])[NH2:9], predict the reactants needed to synthesize it. The reactants are: N[C:2]1[CH:7]=[C:6]([C:8](=[O:10])[NH2:9])[N:5]=[C:4]([CH:11]2[CH2:16][CH2:15][N:14]([C:17]([O:19][C:20]([CH3:23])([CH3:22])[CH3:21])=[O:18])[CH2:13][CH2:12]2)[CH:3]=1.[CH3:24]C(O)=O.C=O.[BH3-][C:31]#[N:32].[Na+]. (10) Given the product [CH3:38][O:39][C:40](=[O:58])[C:4]1[CH:3]=[CH:2][CH:7]=[CH:6][C:5]=1[C:8]1[N:12]([CH2:13][CH:14]2[CH2:15][CH2:16][CH2:17][CH2:18][CH2:19]2)[C:11]2[CH:25]=[C:26]([F:30])[C:27]([F:29])=[CH:28][C:10]=2[N:9]=1, predict the reactants needed to synthesize it. The reactants are: Cl[C:2]1[CH:7]=[CH:6][C:5]([C:8]2[N:12]([CH2:13][C:14]3[CH:19]=[CH:18][C:17](CCC(O)=O)=[CH:16][CH:15]=3)[C:11]3[CH:25]=[C:26]([F:30])[C:27]([F:29])=[CH:28][C:10]=3[N:9]=2)=[C:4](OCC2CCCC2)[CH:3]=1.[CH3:38][O:39][C:40](=[O:58])C1C=CC=CC=1C1NC2C=C(F)C(F)=CC=2N=1.BrCC1CCCCC1.